From a dataset of Forward reaction prediction with 1.9M reactions from USPTO patents (1976-2016). Predict the product of the given reaction. (1) Given the reactants Cl.[O:2]1CCCO[CH:3]1[C:8]1[CH:13]=[CH:12][C:11]([C:14]([C:16]2[CH:21]=[CH:20][CH:19]=[CH:18][C:17]=2[C:22]([F:25])([F:24])[F:23])=[O:15])=[CH:10][CH:9]=1, predict the reaction product. The product is: [F:23][C:22]([F:24])([F:25])[C:17]1[CH:18]=[CH:19][CH:20]=[CH:21][C:16]=1[C:14]([C:11]1[CH:12]=[CH:13][C:8]([CH:3]=[O:2])=[CH:9][CH:10]=1)=[O:15]. (2) Given the reactants [CH3:1][CH:2]([CH3:22])[CH2:3][CH2:4][NH:5][C:6]([C:8]1[C:9]([C:14]2[CH:19]=[CH:18][CH:17]=[CH:16][C:15]=2[CH2:20][NH2:21])=[CH:10][CH:11]=[CH:12][CH:13]=1)=[O:7].[CH:23]([S:26](Cl)(=[O:28])=[O:27])([CH3:25])[CH3:24], predict the reaction product. The product is: [CH3:1][CH:2]([CH3:22])[CH2:3][CH2:4][NH:5][C:6]([C:8]1[C:9]([C:14]2[CH:19]=[CH:18][CH:17]=[CH:16][C:15]=2[CH2:20][NH:21][S:26]([CH:23]([CH3:25])[CH3:24])(=[O:28])=[O:27])=[CH:10][CH:11]=[CH:12][CH:13]=1)=[O:7]. (3) Given the reactants [CH2:1]([N:8]1[C:17]2[C:16]3[CH:18]=[CH:19][CH:20]=[CH:21][C:15]=3[N:14](C(C3C=CC=CC=3)=O)[CH2:13][CH2:12][C:11]=2[N:10]=[C:9]1[CH3:30])[C:2]1[CH:7]=[CH:6][CH:5]=[CH:4][CH:3]=1.Cl, predict the reaction product. The product is: [CH2:1]([N:8]1[C:17]2[C:16]3[CH:18]=[CH:19][CH:20]=[CH:21][C:15]=3[NH:14][CH2:13][CH2:12][C:11]=2[N:10]=[C:9]1[CH3:30])[C:2]1[CH:3]=[CH:4][CH:5]=[CH:6][CH:7]=1.